Dataset: Catalyst prediction with 721,799 reactions and 888 catalyst types from USPTO. Task: Predict which catalyst facilitates the given reaction. (1) Reactant: [CH3:1][C:2]1([CH3:16])[C:6]([CH3:8])([CH3:7])[O:5][B:4]([C:9]2[CH:14]=[CH:13][C:12]([OH:15])=[CH:11][CH:10]=2)[O:3]1.C1(P(C2C=CC=CC=2)C2C=CC=CC=2)C=CC=CC=1.O[CH2:37][CH2:38][NH:39][C:40](=[O:46])[O:41][C:42]([CH3:45])([CH3:44])[CH3:43].N(/C(N1CCCCC1)=O)=N\C(N1CCCCC1)=O. Product: [C:42]([O:41][C:40](=[O:46])[NH:39][CH2:38][CH2:37][O:15][C:12]1[CH:13]=[CH:14][C:9]([B:4]2[O:3][C:2]([CH3:16])([CH3:1])[C:6]([CH3:7])([CH3:8])[O:5]2)=[CH:10][CH:11]=1)([CH3:45])([CH3:44])[CH3:43]. The catalyst class is: 7. (2) Reactant: Cl.C(O[C:5]([C:7]1[CH:8]=[C:9]2[C:13](=[CH:14][CH:15]=1)[NH:12][N:11]=[C:10]2[C:16]1[CH:25]=[CH:24][C:23]2[C:18](=[CH:19][CH:20]=[C:21]([O:26][CH2:27][CH2:28][N:29]3[CH2:34]C[CH2:32][CH2:31][CH2:30]3)[CH:22]=2)[CH:17]=1)=[NH:6])C.[CH3:35][CH:36]([CH3:42])[CH2:37][C:38]([NH:40][NH2:41])=O.C(N(CC)CC)C. Product: [CH2:37]([C:38]1[NH:40][N:41]=[C:5]([C:7]2[CH:8]=[C:9]3[C:13](=[CH:14][CH:15]=2)[NH:12][N:11]=[C:10]3[C:16]2[CH:25]=[CH:24][C:23]3[C:18](=[CH:19][CH:20]=[C:21]([O:26][CH2:27][CH2:28][N:29]4[CH2:34][CH2:32][CH2:31][CH2:30]4)[CH:22]=3)[CH:17]=2)[N:6]=1)[CH:36]([CH3:42])[CH3:35]. The catalyst class is: 5. (3) Reactant: Br[C:2]1[C:10]2[CH:9]([CH2:11][N+:12]([O-:14])=[O:13])[O:8][B:7]([OH:15])[C:6]=2[C:5]([O:16][CH2:17][CH3:18])=[CH:4][CH:3]=1.[CH:19]([Sn](CCCC)(CCCC)CCCC)=[CH2:20]. The catalyst class is: 128. Product: [CH2:17]([O:16][C:5]1[C:6]2[B:7]([OH:15])[O:8][CH:9]([CH2:11][N+:12]([O-:14])=[O:13])[C:10]=2[C:2]([CH:19]=[CH2:20])=[CH:3][CH:4]=1)[CH3:18]. (4) Reactant: [NH2:1][C@H:2]([C:13]([NH:15][CH2:16][CH2:17][CH2:18][CH2:19][NH:20][C:21]([O:23][C:24]([CH3:27])([CH3:26])[CH3:25])=[O:22])=[O:14])[CH2:3][C:4]1[C:12]2[C:7](=[CH:8][CH:9]=[CH:10][CH:11]=2)[NH:6][CH:5]=1.[NH:28]([C:56]([O:58][C:59]([CH3:62])([CH3:61])[CH3:60])=[O:57])[C@H:29]([C:45]([NH:47][C@H:48]([C:53](O)=[O:54])[CH2:49][CH:50]([CH3:52])[CH3:51])=[O:46])[CH2:30][C:31]1[CH:36]=[CH:35][C:34]([O:37][CH2:38][C:39]2[CH:44]=[CH:43][CH:42]=[CH:41][CH:40]=2)=[CH:33][CH:32]=1.C(Cl)CCl.C1C=CC2N(O)N=NC=2C=1.CCN(CC)CC. Product: [NH:28]([C:56]([O:58][C:59]([CH3:61])([CH3:60])[CH3:62])=[O:57])[C@H:29]([C:45]([NH:47][C@H:48]([C:53]([NH:1][C@H:2]([C:13]([NH:15][CH2:16][CH2:17][CH2:18][CH2:19][NH:20][C:21]([O:23][C:24]([CH3:27])([CH3:26])[CH3:25])=[O:22])=[O:14])[CH2:3][C:4]1[C:12]2[C:7](=[CH:8][CH:9]=[CH:10][CH:11]=2)[NH:6][CH:5]=1)=[O:54])[CH2:49][CH:50]([CH3:52])[CH3:51])=[O:46])[CH2:30][C:31]1[CH:32]=[CH:33][C:34]([O:37][CH2:38][C:39]2[CH:44]=[CH:43][CH:42]=[CH:41][CH:40]=2)=[CH:35][CH:36]=1. The catalyst class is: 59.